Dataset: Full USPTO retrosynthesis dataset with 1.9M reactions from patents (1976-2016). Task: Predict the reactants needed to synthesize the given product. (1) The reactants are: [C:1]([N:4]1[C:13]2[C:8](=[C:9]([O:32][C:33]3[CH:38]=[CH:37][CH:36]=[CH:35][C:34]=3[F:39])[C:10]([C:14]3[CH:15]=[N:16][N:17]([CH:19]4[CH2:24][CH2:23][N:22](C(OC(C)(C)C)=O)[CH2:21][CH2:20]4)[CH:18]=3)=[CH:11][CH:12]=2)[CH2:7][CH2:6][C@@H:5]1[CH3:40])(=[O:3])[CH3:2].FC(F)(F)C(O)=O.C(=O)([O-])[O-].[K+].[K+]. Given the product [F:39][C:34]1[CH:35]=[CH:36][CH:37]=[CH:38][C:33]=1[O:32][C:9]1[C:10]([C:14]2[CH:15]=[N:16][N:17]([CH:19]3[CH2:24][CH2:23][NH:22][CH2:21][CH2:20]3)[CH:18]=2)=[CH:11][CH:12]=[C:13]2[C:8]=1[CH2:7][CH2:6][C@H:5]([CH3:40])[N:4]2[C:1](=[O:3])[CH3:2], predict the reactants needed to synthesize it. (2) Given the product [NH2:15][C:11]1[CH:12]=[CH:13][CH:14]=[C:7]([O:6][CH2:5][CH:3]2[CH2:4][CH:2]2[CH3:1])[C:8]=1[C:9]#[N:10], predict the reactants needed to synthesize it. The reactants are: [CH3:1][CH:2]1[CH2:4][CH:3]1[CH2:5][O:6][C:7]1[CH:14]=[CH:13][CH:12]=[C:11]([N+:15]([O-])=O)[C:8]=1[C:9]#[N:10]. (3) Given the product [OH:36][CH:27]([C:24]1[CH:23]=[CH:22][C:21]([NH:20][C:15]([C:10]2[C:9]([C:6]3[CH:7]=[CH:8][C:3]([C:2]([F:19])([F:18])[F:1])=[CH:4][CH:5]=3)=[CH:14][CH:13]=[CH:12][CH:11]=2)=[O:16])=[CH:26][CH:25]=1)[CH2:28][CH2:29][C:30]1[CH:35]=[CH:34][CH:33]=[CH:32][N:31]=1, predict the reactants needed to synthesize it. The reactants are: [F:1][C:2]([F:19])([F:18])[C:3]1[CH:8]=[CH:7][C:6]([C:9]2[C:10]([C:15](Cl)=[O:16])=[CH:11][CH:12]=[CH:13][CH:14]=2)=[CH:5][CH:4]=1.[NH2:20][C:21]1[CH:26]=[CH:25][C:24]([CH:27]([OH:36])[CH2:28][CH2:29][C:30]2[CH:35]=[CH:34][CH:33]=[CH:32][N:31]=2)=[CH:23][CH:22]=1.C/C(/O[Si](C)(C)C)=N\[Si](C)(C)C.O. (4) Given the product [N:12]1([CH:11]2[CH2:10][C:9]3[C:4](=[CH:5][CH:6]=[CH:7][CH:8]=3)[NH:3][C:2]2=[O:1])[CH2:13][CH2:14][NH:15][CH2:16][CH2:17]1, predict the reactants needed to synthesize it. The reactants are: [O:1]=[C:2]1[CH:11]([N:12]2[CH2:17][CH2:16][N:15](C(OC(C)(C)C)=O)[CH2:14][CH2:13]2)[CH2:10][C:9]2[C:4](=[CH:5][CH:6]=[CH:7][CH:8]=2)[NH:3]1.N1CCC(C2CC3C(=CC=CC=3)NC2=O)CC1.